From a dataset of Catalyst prediction with 721,799 reactions and 888 catalyst types from USPTO. Predict which catalyst facilitates the given reaction. Reactant: [C:1]([C:3]1[C:4]([C:18](OCC)=[O:19])=[C:5]([C:12]2[CH:17]=[CH:16][CH:15]=[CH:14][N:13]=2)[N:6]2[C:11]=1[CH:10]=[CH:9][CH:8]=[CH:7]2)#[N:2].CC(C[AlH]CC(C)C)C.C1(C)C=CC=CC=1. The catalyst class is: 177. Product: [CH:18]([C:4]1[C:3]([C:1]#[N:2])=[C:11]2[N:6]([C:5]=1[C:12]1[CH:17]=[CH:16][CH:15]=[CH:14][N:13]=1)[CH:7]=[CH:8][CH:9]=[CH:10]2)=[O:19].